From a dataset of Catalyst prediction with 721,799 reactions and 888 catalyst types from USPTO. Predict which catalyst facilitates the given reaction. (1) Reactant: [F:1][B-](F)(F)F.[CH3:6][CH:7]1[CH2:16][CH2:15][C:14]2[C:9](=[CH:10][CH:11]=[CH:12][CH:13]=2)[C:8]1=[O:17].Cl. Product: [F:1][C:7]1([CH3:6])[CH2:16][CH2:15][C:14]2[C:9](=[CH:10][CH:11]=[CH:12][CH:13]=2)[C:8]1=[O:17]. The catalyst class is: 1. (2) Product: [C:35]([O:34][C:32]([N:29]([CH2:28][C:23]1[N:24]([CH3:27])[C:25]2[CH:26]=[C:18]3[C@H:17]([OH:39])[C@H:16]([OH:40])[CH2:15][C:14]4[C:9]([OH:8])=[C:10]([C:53]([O:55][CH3:56])=[O:54])[C:11](=[O:52])[N:12]([CH2:41][C:42]5[CH:47]=[CH:46][C:45]([O:48][CH3:49])=[CH:44][C:43]=5[O:50][CH3:51])[C:13]=4[C:19]3=[CH:20][C:21]=2[CH:22]=1)[CH2:30][CH3:31])=[O:33])([CH3:38])([CH3:37])[CH3:36]. The catalyst class is: 99. Reactant: C([O:8][C:9]1[C:14]2[CH2:15][C@@H:16]([OH:40])[C@@H:17]([OH:39])[C:18]3[C:19](=[CH:20][C:21]4[CH:22]=[C:23]([CH2:28][N:29]([C:32]([O:34][C:35]([CH3:38])([CH3:37])[CH3:36])=[O:33])[CH2:30][CH3:31])[N:24]([CH3:27])[C:25]=4[CH:26]=3)[C:13]=2[N:12]([CH2:41][C:42]2[CH:47]=[CH:46][C:45]([O:48][CH3:49])=[CH:44][C:43]=2[O:50][CH3:51])[C:11](=[O:52])[C:10]=1[C:53]([O:55][CH3:56])=[O:54])C1C=CC=CC=1. (3) Reactant: [CH2:1]([NH:4][C:5]([C:7]1[S:11][C:10]([C:12]2[CH:17]=[CH:16][N:15]=[CH:14][CH:13]=2)=[N:9][C:8]=1[CH2:18][C:19]1[CH:24]=[CH:23][C:22]([Cl:25])=[CH:21][CH:20]=1)=O)[CH:2]=[CH2:3].P(Cl)(Cl)(Cl)(Cl)Cl.Cl.O1CCOCC1.CO[CH:41](OC)[CH2:42][NH2:43]. Product: [CH2:1]([N:4]1[CH:41]=[CH:42][N:43]=[C:5]1[C:7]1[S:11][C:10]([C:12]2[CH:17]=[CH:16][N:15]=[CH:14][CH:13]=2)=[N:9][C:8]=1[CH2:18][C:19]1[CH:24]=[CH:23][C:22]([Cl:25])=[CH:21][CH:20]=1)[CH:2]=[CH2:3]. The catalyst class is: 2. (4) Reactant: B1(C)OC(C2C=CC=CC=2)(C2C=CC=CC=2)[C@@H]2N1CCC2.B.C1COCC1.[F:28][C:29]1[C:39]2[C:40]3[C:32]([CH2:33][C:34](=[O:41])[C:35]=3[CH:36]=[CH:37][CH:38]=2)=[CH:31][CH:30]=1.Cl. Product: [F:28][C:29]1[C:39]2[C:40]3[C:32]([CH2:33][C@H:34]([OH:41])[C:35]=3[CH:36]=[CH:37][CH:38]=2)=[CH:31][CH:30]=1. The catalyst class is: 98.